Dataset: Experimentally validated miRNA-target interactions with 360,000+ pairs, plus equal number of negative samples. Task: Binary Classification. Given a miRNA mature sequence and a target amino acid sequence, predict their likelihood of interaction. The miRNA is hsa-miR-128-3p with sequence UCACAGUGAACCGGUCUCUUU. The protein sequence of the target gene is MWQGCAVERPVGRMTSQTPLPQSPRPRRPTMSTVVELNVGGEFHTTTLGTLRKFPGSKLAEMFSSLAKASTDAEGRFFIDRPSTYFRPILDYLRTGQVPTQHIPEVYREAQFYEIKPLVKLLEDMPQIFGEQVSRKQFLLQVPGYSENLELMVRLARAEAITARKSSVLVCLVETEEQDAYYSEVLCFLQDKKMFKSVVKFGPWKAVLDNSDLMHCLEMDIKAQGYKVFSKFYLTYPTKRNEFHFNIYSFTFTWW. Result: 1 (interaction).